From a dataset of Full USPTO retrosynthesis dataset with 1.9M reactions from patents (1976-2016). Predict the reactants needed to synthesize the given product. Given the product [Br:1][C:2]1[CH:3]=[CH:4][CH:5]=[C:6]2[C:11]=1[C:10](=[O:12])[N:9]([CH3:13])[CH:8]=[CH:7]2, predict the reactants needed to synthesize it. The reactants are: [Br:1][C:2]1[CH:3]=[CH:4][CH:5]=[C:6]2[C:11]=1[C:10](=[O:12])[NH:9][CH:8]=[CH:7]2.[C:13](=O)([O-])[O-].[K+].[K+].CI.